Dataset: Forward reaction prediction with 1.9M reactions from USPTO patents (1976-2016). Task: Predict the product of the given reaction. Given the reactants C(OC(=O)[NH:7][C:8]([C:10]1[S:11][C:12]([S:26][CH3:27])=[C:13]([S:15]([C:18]2[CH:19]=[N:20][C:21](Cl)=[C:22]([Br:24])[CH:23]=2)(=[O:17])=[O:16])[CH:14]=1)=[NH:9])(C)(C)C.[NH2:29][CH2:30][C:31]1[CH:36]=[CH:35][CH:34]=[CH:33][N:32]=1.C(Cl)(Cl)Cl.[C:41]([OH:47])([C:43]([F:46])([F:45])[F:44])=[O:42], predict the reaction product. The product is: [F:44][C:43]([F:46])([F:45])[C:41]([OH:47])=[O:42].[Br:24][C:22]1[CH:23]=[C:18]([S:15]([C:13]2[CH:14]=[C:10]([C:8]([NH2:7])=[NH:9])[S:11][C:12]=2[S:26][CH3:27])(=[O:17])=[O:16])[CH:19]=[N:20][C:21]=1[NH:29][CH2:30][C:31]1[CH:36]=[CH:35][CH:34]=[CH:33][N:32]=1.